The task is: Predict the reaction yield, written as a fraction of the theoretical maximum amount of product (1.0 means a 100% yield; for example, 0.34 means a 34% yield).. This data is from Reaction yield outcomes from USPTO patents with 853,638 reactions. (1) The reactants are [NH:1]1[C:9]2[C:4](=[CH:5][CH:6]=[C:7]([C:10]3[S:11][CH:12]=[C:13]([C:15]([O:17][CH2:18][CH3:19])=[O:16])[N:14]=3)[CH:8]=2)[CH2:3][CH2:2]1.C([O-])([O-])=O.[K+].[K+].[S:26]1[C:30]2[CH:31]=[CH:32][CH:33]=[CH:34][C:29]=2[N:28]=[C:27]1[NH:35][C:36](=O)[O:37]C1C=CC([N+]([O-])=O)=CC=1. The catalyst is C(#N)C.CCOC(C)=O. The product is [S:26]1[C:30]2[CH:31]=[CH:32][CH:33]=[CH:34][C:29]=2[N:28]=[C:27]1[NH:35][C:36]([N:1]1[C:9]2[C:4](=[CH:5][CH:6]=[C:7]([C:10]3[S:11][CH:12]=[C:13]([C:15]([O:17][CH2:18][CH3:19])=[O:16])[N:14]=3)[CH:8]=2)[CH2:3][CH2:2]1)=[O:37]. The yield is 0.340. (2) The reactants are [CH3:1][O:2][C:3]1[C:8]([N+:9]([O-])=O)=[C:7]([O:12][CH3:13])[N:6]=[C:5]([NH:14][CH2:15][CH2:16][C:17]([O:19][CH2:20][CH3:21])=[O:18])[N:4]=1.C([O-])=O.[NH4+]. The catalyst is C(O)C.[OH-].[Pd+2].[OH-]. The product is [NH2:9][C:8]1[C:7]([O:12][CH3:13])=[N:6][C:5]([NH:14][CH2:15][CH2:16][C:17]([O:19][CH2:20][CH3:21])=[O:18])=[N:4][C:3]=1[O:2][CH3:1]. The yield is 0.990. (3) The reactants are C(Cl)Cl.[CH2:4]([Mg]Br)[C:5]([CH3:8])([CH3:7])[CH3:6].I[C:12]1[CH:13]=[C:14]2[C:19](=[CH:20][CH:21]=1)[O:18][CH2:17][CH2:16][CH:15]2[OH:22]. The catalyst is C1COCC1.C1C=CC(P(C2C=CC=CC=2)[C-]2C=CC=C2)=CC=1.C1C=CC(P(C2C=CC=CC=2)[C-]2C=CC=C2)=CC=1.Cl[Pd]Cl.[Fe+2]. The product is [CH2:4]([C:12]1[CH:13]=[C:14]2[C:19](=[CH:20][CH:21]=1)[O:18][CH2:17][CH:16]=[C:15]2[OH:22])[C:5]([CH3:8])([CH3:7])[CH3:6]. The yield is 0.460. (4) The reactants are [Cl:1][S:2]([OH:5])(=O)=[O:3].[Cl:6][C:7]1[CH:8]=[C:9]2[C:14](=[CH:15][CH:16]=1)[N:13]([C@H:17]([CH3:32])[C:18]([N:20]1[CH2:25][CH2:24][N:23]([C:26]3[CH:31]=[CH:30][CH:29]=[CH:28][CH:27]=3)[CH2:22][CH2:21]1)=[O:19])[CH2:12][CH2:11][CH2:10]2. No catalyst specified. The product is [Cl:6][C:7]1[CH:8]=[C:9]2[C:14](=[CH:15][CH:16]=1)[N:13]([C@H:17]([CH3:32])[C:18]([N:20]1[CH2:21][CH2:22][N:23]([C:26]3[CH:27]=[CH:28][C:29]([S:2]([Cl:1])(=[O:5])=[O:3])=[CH:30][CH:31]=3)[CH2:24][CH2:25]1)=[O:19])[CH2:12][CH2:11][CH2:10]2. The yield is 0.100. (5) The reactants are [CH3:1][C:2]1[CH:7]=[CH:6][C:5]([O:8][C:9]2[CH:14]=[CH:13][C:12]([N+:15]([O-])=O)=[CH:11][C:10]=2[CH3:18])=[CH:4][N:3]=1.[H][H]. The catalyst is [Pd].C(OCC)(=O)C.C(O)C. The product is [CH3:18][C:10]1[CH:11]=[C:12]([CH:13]=[CH:14][C:9]=1[O:8][C:5]1[CH:4]=[N:3][C:2]([CH3:1])=[CH:7][CH:6]=1)[NH2:15]. The yield is 0.980. (6) The reactants are [CH2:1]([CH:3]1[CH2:11][C:10]2[C:5](=[CH:6][CH:7]=[CH:8][C:9]=2[C:12]2[CH:17]=[CH:16][CH:15]=[CH:14][CH:13]=2)[CH:4]1O)[CH3:2].C(N(CC)CC)C.CS(Cl)(=O)=O. The catalyst is CN(C)C1C=CN=CC=1.C(Cl)Cl. The product is [CH2:1]([C:3]1[CH2:4][C:5]2[C:10]([CH:11]=1)=[C:9]([C:12]1[CH:17]=[CH:16][CH:15]=[CH:14][CH:13]=1)[CH:8]=[CH:7][CH:6]=2)[CH3:2]. The yield is 0.730. (7) The reactants are [CH3:1][C:2]([OH:6])([C:4]#[CH:5])[CH3:3].C1CCN2C(=NCCC2)CC1.C(OC(C(F)(F)F)=O)(C(F)(F)F)=O.[Br:31][C:32]1[CH:33]=[CH:34][C:35](O)=[C:36]([CH:39]=1)[CH:37]=[O:38]. The catalyst is CC#N. The product is [Br:31][C:32]1[CH:33]=[C:34]2[C:35](=[C:36]([CH:37]=[O:38])[CH:39]=1)[O:6][C:2]([CH3:3])([CH3:1])[CH:4]=[CH:5]2. The yield is 0.840. (8) The reactants are [C:1]1([CH3:9])[CH:6]=[CH:5][C:4]([C:7]#[N:8])=[CH:3][CH:2]=1.C(Cl)(Cl)[Cl:11].C[OH:15]. No catalyst specified. The product is [ClH:11].[CH3:9][C:1]1[CH:6]=[CH:5][C:4]([C:7](=[NH:8])[OH:15])=[CH:3][CH:2]=1. The yield is 0.990. (9) The reactants are Br[C:2]1[CH:3]=[C:4]([CH:21]=[CH:22][C:23]=1[F:24])[CH2:5][CH2:6][C:7]1[NH:8][CH:9]=[C:10]([CH2:14][C:15]2[CH:16]=[N:17][CH:18]=[N:19][CH:20]=2)[C:11](=[O:13])[N:12]=1.[Cu][C:26]#[N:27]. The catalyst is CN1C(=O)CCC1. The product is [F:24][C:23]1[CH:22]=[CH:21][C:4]([CH2:5][CH2:6][C:7]2[NH:8][CH:9]=[C:10]([CH2:14][C:15]3[CH:16]=[N:17][CH:18]=[N:19][CH:20]=3)[C:11](=[O:13])[N:12]=2)=[CH:3][C:2]=1[C:26]#[N:27]. The yield is 0.550.